This data is from Forward reaction prediction with 1.9M reactions from USPTO patents (1976-2016). The task is: Predict the product of the given reaction. (1) Given the reactants [Cl:1][C:2]1[CH:7]=[CH:6][CH:5]=[C:4]([F:8])[C:3]=1[C:9]1[C:13]([C:14]([OH:16])=[O:15])=[C:12]([C:17]2[CH:18]=[N:19][N:20]([C:26]3[CH:31]=[CH:30][CH:29]=[CH:28][C:27]=3[F:32])[C:21]=2[C:22]([F:25])([F:24])[F:23])[O:11][N:10]=1.[F-].[Cs+].I[CH:36]([CH3:38])[CH3:37], predict the reaction product. The product is: [Cl:1][C:2]1[CH:7]=[CH:6][CH:5]=[C:4]([F:8])[C:3]=1[C:9]1[C:13]([C:14]([O:16][CH:36]([CH3:38])[CH3:37])=[O:15])=[C:12]([C:17]2[CH:18]=[N:19][N:20]([C:26]3[CH:31]=[CH:30][CH:29]=[CH:28][C:27]=3[F:32])[C:21]=2[C:22]([F:24])([F:25])[F:23])[O:11][N:10]=1. (2) Given the reactants [Cl:1][CH2:2][C:3]([C:5]1[N:10]=[CH:9][CH:8]=[CH:7][N:6]=1)=[O:4].[BH4-].[Na+], predict the reaction product. The product is: [Cl:1][CH2:2][CH:3]([C:5]1[N:10]=[CH:9][CH:8]=[CH:7][N:6]=1)[OH:4]. (3) Given the reactants [CH3:1][S:2][C:3]1[N:8]=[C:7]([NH2:9])[CH:6]=[C:5]([N:10]2[CH2:15][CH2:14][O:13][CH2:12][CH2:11]2)[N:4]=1.Br[C:17]1[C:22]([N+:23]([O-:25])=[O:24])=[CH:21][CH:20]=[CH:19][C:18]=1[CH3:26].CC1(C)C2C=CC=C(P(C3C=CC=CC=3)C3C=CC=CC=3)C=2OC2C1=CC=CC=2P(C1C=CC=CC=1)C1C=CC=CC=1.C(=O)([O-])[O-].[Cs+].[Cs+], predict the reaction product. The product is: [CH3:26][C:18]1[CH:19]=[CH:20][CH:21]=[C:22]([N+:23]([O-:25])=[O:24])[C:17]=1[NH:9][C:7]1[CH:6]=[C:5]([N:10]2[CH2:11][CH2:12][O:13][CH2:14][CH2:15]2)[N:4]=[C:3]([S:2][CH3:1])[N:8]=1. (4) Given the reactants [CH3:1][C:2]1[CH:11]=[CH:10][C:9]2[C:4](=[CH:5][C:6]([OH:12])=[CH:7][CH:8]=2)[N:3]=1.C1C=CC(P(C2C=CC=CC=2)C2C=CC=CC=2)=CC=1.[CH3:32][O:33][C@@H:34]([CH3:37])[CH2:35]O.N(C(OC(C)C)=O)=NC(OC(C)C)=O.Cl, predict the reaction product. The product is: [CH3:32][O:33][C@@H:34]([CH3:37])[CH2:35][O:12][C:6]1[CH:5]=[C:4]2[C:9]([CH:10]=[CH:11][C:2]([CH3:1])=[N:3]2)=[CH:8][CH:7]=1. (5) The product is: [OH:29][CH2:28][C@H:17]([NH:16][C:13]([C:11]1[C:5]2[O:6][CH2:7][CH2:8][CH2:9][CH2:10][C:4]=2[CH:3]=[C:2]([Br:1])[CH:12]=1)=[O:15])[CH2:18][C:19]1[C:27]2[C:22](=[CH:23][CH:24]=[CH:25][CH:26]=2)[NH:21][CH:20]=1. Given the reactants [Br:1][C:2]1[CH:12]=[C:11]([C:13]([OH:15])=O)[C:5]2[O:6][CH2:7][CH2:8][CH2:9][CH2:10][C:4]=2[CH:3]=1.[NH2:16][C@@H:17]([CH2:28][OH:29])[CH2:18][C:19]1[C:27]2[C:22](=[CH:23][CH:24]=[CH:25][CH:26]=2)[NH:21][CH:20]=1.C(Cl)CCl.C1C=CC2N(O)N=NC=2C=1, predict the reaction product. (6) Given the reactants [CH2:1](C1NCC2N=CN=C(Cl)C=2C1)[C:2]1C=CC=CC=1.C(C1N=CC(N)=CC=1)(C)(C)C.[C:30]([C:34]1[N:39]=[CH:38][C:37]([NH:40][C:41]2[C:42]3[CH2:50][N:49]([C:51]4[C:56](Cl)=[CH:55][CH:54]=[CH:53]N=4)[CH2:48][CH2:47][C:43]=3[N:44]=[CH:45][N:46]=2)=[CH:36][CH:35]=1)([CH3:33])([CH3:32])[CH3:31], predict the reaction product. The product is: [CH2:51]([N:49]1[CH2:48][CH2:47][C:43]2[N:44]=[CH:45][N:46]=[C:41]([NH:40][C:37]3[CH:38]=[N:39][C:34]([C:30]([CH3:33])([CH3:31])[CH3:32])=[CH:35][CH:36]=3)[C:42]=2[CH2:50]1)[C:56]1[CH:55]=[CH:54][CH:53]=[CH:2][CH:1]=1.